This data is from Forward reaction prediction with 1.9M reactions from USPTO patents (1976-2016). The task is: Predict the product of the given reaction. (1) The product is: [CH3:1][C:2]1[C:3]([C:17]2[CH:22]=[CH:21][CH:20]=[C:19]([C:23]([F:26])([F:24])[F:25])[CH:18]=2)=[N:4][C:5]2[C:10]([C:11]=1[C:12]([O:14][CH3:27])=[O:13])=[CH:9][C:8]([S:15][CH3:16])=[CH:7][CH:6]=2. Given the reactants [CH3:1][C:2]1[C:3]([C:17]2[CH:22]=[CH:21][CH:20]=[C:19]([C:23]([F:26])([F:25])[F:24])[CH:18]=2)=[N:4][C:5]2[C:10]([C:11]=1[C:12]([OH:14])=[O:13])=[CH:9][C:8]([S:15][CH3:16])=[CH:7][CH:6]=2.[C:27](Cl)(=O)C(Cl)=O.C(N(CC)CC)C, predict the reaction product. (2) Given the reactants [C:1]([CH:3]1[CH2:6][N:5]([C:7](=[O:42])[C@H:8]([NH:10][C:11]([C:13]2[C:21]3[C:16](=[N:17][CH:18]=[C:19]([C:22]4[CH:27]=[CH:26][CH:25]=[C:24]([C:28](=[O:33])[NH:29][CH:30]([CH3:32])[CH3:31])[CH:23]=4)[N:20]=3)[N:15](COCC[Si](C)(C)C)[CH:14]=2)=[O:12])[CH3:9])[CH2:4]1)#[N:2].C(O)(C(F)(F)F)=O, predict the reaction product. The product is: [C:1]([CH:3]1[CH2:6][N:5]([C:7](=[O:42])[C@H:8]([NH:10][C:11]([C:13]2[C:21]3[C:16](=[N:17][CH:18]=[C:19]([C:22]4[CH:27]=[CH:26][CH:25]=[C:24]([C:28](=[O:33])[NH:29][CH:30]([CH3:31])[CH3:32])[CH:23]=4)[N:20]=3)[NH:15][CH:14]=2)=[O:12])[CH3:9])[CH2:4]1)#[N:2]. (3) The product is: [C:38]([C:26]1[CH:27]=[CH:28][C:23]([CH2:22][CH2:21][N:6]2[CH2:5][CH2:4][N:3]([CH:8]3[CH2:17][CH2:16][C:15]4[CH:14]=[C:13]([C:18]#[N:19])[CH:12]=[CH:11][C:10]=4[CH2:9]3)[C:2](=[O:1])[CH2:7]2)=[CH:24][CH:25]=1)#[N:39]. Given the reactants [O:1]=[C:2]1[CH2:7][NH:6][CH2:5][CH2:4][N:3]1[CH:8]1[CH2:17][CH2:16][C:15]2[CH:14]=[C:13]([C:18]#[N:19])[CH:12]=[CH:11][C:10]=2[CH2:9]1.Br[CH2:21][CH2:22][C:23]1[CH:28]=[CH:27][C:26]([N+]([O-])=O)=[CH:25][CH:24]=1.C([O-])([O-])=O.[K+].[K+].[CH3:38][N:39](C=O)C, predict the reaction product. (4) Given the reactants [CH2:1](O)[CH2:2][CH2:3][CH2:4][CH2:5][CH2:6][CH2:7][CH2:8][CH2:9][C:10]#[CH:11].C(Br)(Br)(Br)[Br:14].C1(P(C2C=CC=CC=2)C2C=CC=CC=2)C=CC=CC=1.C1CCCCC1, predict the reaction product. The product is: [Br:14][CH2:1][CH2:2][CH2:3][CH2:4][CH2:5][CH2:6][CH2:7][CH2:8][CH2:9][C:10]#[CH:11]. (5) Given the reactants [Cl:1][C:2]1[CH:9]=[CH:8][C:5]([CH:6]=O)=[C:4]([N:10]2[CH2:18][C:17]3[C:12](=[N:13][CH:14]=[CH:15][CH:16]=3)[CH2:11]2)[CH:3]=1.[N:19]1([C:25]([O:27][C:28]([CH3:31])([CH3:30])[CH3:29])=[O:26])[CH2:24][CH2:23][NH:22][CH2:21][CH2:20]1.ClCCl.C(O[BH-](OC(=O)C)OC(=O)C)(=O)C.[Na+], predict the reaction product. The product is: [Cl:1][C:2]1[CH:9]=[CH:8][C:5]([CH2:6][N:22]2[CH2:21][CH2:20][N:19]([C:25]([O:27][C:28]([CH3:31])([CH3:30])[CH3:29])=[O:26])[CH2:24][CH2:23]2)=[C:4]([N:10]2[CH2:18][C:17]3[C:12](=[N:13][CH:14]=[CH:15][CH:16]=3)[CH2:11]2)[CH:3]=1. (6) Given the reactants C[Al](C)C.[NH3:5].O1CCOCC1.[Cl:12][C:13]1[CH:14]=[C:15]([CH:19]=[CH:20][C:21]=1[NH:22][C:23]1[N:28]=[C:27]([C:29]2[CH:34]=[CH:33][CH:32]=[CH:31][CH:30]=2)[CH:26]=[CH:25][N:24]=1)[C:16]([O-])=[O:17], predict the reaction product. The product is: [Cl:12][C:13]1[CH:14]=[C:15]([CH:19]=[CH:20][C:21]=1[NH:22][C:23]1[N:28]=[C:27]([C:29]2[CH:34]=[CH:33][CH:32]=[CH:31][CH:30]=2)[CH:26]=[CH:25][N:24]=1)[C:16]([NH2:5])=[O:17]. (7) Given the reactants C(N(CC)[C:4](=[O:14])[C:5]1[CH:10]=[CH:9][C:8]([O:11][CH3:12])=[CH:7][C:6]=1[CH3:13])C.C([Li])(C)(C)C.[F:22][C:23]([F:27])([F:26])[C:24]#[N:25], predict the reaction product. The product is: [CH3:12][O:11][C:8]1[CH:7]=[C:6]2[C:5](=[CH:10][CH:9]=1)[C:4]([OH:14])=[N:25][C:24]([C:23]([F:27])([F:26])[F:22])=[CH:13]2. (8) Given the reactants [CH3:1][O:2][C:3]1[CH:12]=[CH:11][C:10]2[C:5](=[CH:6][CH:7]=[C:8](Br)[CH:9]=2)[CH:4]=1.[Li]CCCC.[F:19][C:20]([F:29])([F:28])[CH:21]1[CH2:26][CH2:25][C:24](=[O:27])[CH2:23][CH2:22]1, predict the reaction product. The product is: [CH3:1][O:2][C:3]1[CH:4]=[C:5]2[C:10](=[CH:11][CH:12]=1)[CH:9]=[C:8]([C:24]1([OH:27])[CH2:23][CH2:22][CH:21]([C:20]([F:28])([F:29])[F:19])[CH2:26][CH2:25]1)[CH:7]=[CH:6]2.